Regression/Classification. Given an antibody's heavy chain and light chain sequences, predict its developability. TAP uses regression for 5 developability metrics; SAbDab uses binary classification. From a dataset of Antibody developability classification from SAbDab with 2,409 antibodies. (1) The antibody is ['AVQLEQSGPELKKPGETVKISCKASGYTFTNYGMNWVKQAPGKGLKWMGWINTYTGEPTYADDFKERFAFSLETSASAAYLQINNLKNEDTATYFCARDYYGSTYPYYAMDYWGQGTTVTVSS', 'ENVLTQSPAIMSASPGEKVTMTCRASSSVSSSYLHWYQQKSGASPKLWIYSTSNLASGVPARFSGSGSGTSYSLTISSVEAEDAATYYCQQYSGYPYTFGGGTKLEIK']. Result: 0 (not developable). (2) The antibody is ['EVQLQQSGPELVKPGTSVKMPCKASGYIFTDYVISWVKQRTGQGLEWIGEIFPRSGSTYYNEKFKGKATLTADKSSNTAYMQLSSVTSEDSAVYFCARDYYGTSFAMDYWGQGTSVTVSS', 'DIVMSQSPSSLAVSAGEKVTMSCKSSQSLLNSRTRKNYLAWYQQKPGQSPKLLIYWASTRESGVPDRFTGSGSGTDFTLTISSVQAEDLAVYYCKQSFYLRTFGGGTKLDIK']. Result: 0 (not developable). (3) The antibody is ['QVQLQQSGPGLVKPSQTLSLTCAISGDSVSSNSAAWNWIRQSPSRGLEWLGRTYYRSKWFNDYAVSVQSRITINPDTSKNQFSLQLNSVTPEDTAVYYCARGIVFSYAMDVWGQGTTVTVSS', 'NFMLTQPHSVSESPGKTVTISCTRSSGSIASYYVQWYQQRPGSSPTTVIYEDSQRPSGVPDRFSGSIDSSSNSASLTISGLKTEDEADYYCQSYDSSNVVFGGGTKLTVL']. Result: 0 (not developable).